This data is from Forward reaction prediction with 1.9M reactions from USPTO patents (1976-2016). The task is: Predict the product of the given reaction. (1) The product is: [C:21]([C:24]1[CH:29]=[C:28]([C:2]2[CH:20]=[CH:19][CH:18]=[C:4]([CH2:5][N:6]3[C:11]4[CH:12]=[CH:13][S:14][C:10]=4[C:9](=[O:15])[N:8]([OH:16])[C:7]3=[O:17])[CH:3]=2)[CH:27]=[CH:26][CH:25]=1)(=[O:23])[CH3:22]. Given the reactants Br[C:2]1[CH:3]=[C:4]([CH:18]=[CH:19][CH:20]=1)[CH2:5][N:6]1[C:11]2[CH:12]=[CH:13][S:14][C:10]=2[C:9](=[O:15])[N:8]([OH:16])[C:7]1=[O:17].[C:21]([C:24]1[CH:25]=[C:26](B(O)O)[CH:27]=[CH:28][CH:29]=1)(=[O:23])[CH3:22], predict the reaction product. (2) Given the reactants Cl.[F:2][C:3]1[C:8]([NH:9][C:10]2[C:15]([C:16]3[N:24]=[CH:23][N:22]=[C:21]4[C:17]=3[N:18]=[CH:19][N:20]4C3CCCCO3)=[CH:14][CH:13]=[CH:12][N:11]=2)=[C:7]([F:31])[CH:6]=[CH:5][C:4]=1[NH:32][S:33]([C:36]1[CH:37]=[CH:38][CH:39]=[C:40]2[C:44]=1[N:43]([CH3:45])[CH:42]=[CH:41]2)(=[O:35])=[O:34], predict the reaction product. The product is: [N:24]1[C:16]([C:15]2[C:10]([NH:9][C:8]3[C:3]([F:2])=[C:4]([NH:32][S:33]([C:36]4[CH:37]=[CH:38][CH:39]=[C:40]5[C:44]=4[N:43]([CH3:45])[CH:42]=[CH:41]5)(=[O:34])=[O:35])[CH:5]=[CH:6][C:7]=3[F:31])=[N:11][CH:12]=[CH:13][CH:14]=2)=[C:17]2[C:21]([NH:20][CH:19]=[N:18]2)=[N:22][CH:23]=1. (3) Given the reactants [NH2:1][C:2]1[C:7]([C:8]#[N:9])=[C:6]([C:10]2[CH:15]=[CH:14][C:13]([O:16][CH2:17][CH2:18][O:19][CH3:20])=[CH:12][CH:11]=2)[C:5]([C:21]#[N:22])=[C:4]([SH:23])[N:3]=1.Br[CH:25]([C:27]1[CH:28]=[C:29]([C:33]([O:35][CH3:36])=[O:34])[CH:30]=[CH:31][CH:32]=1)[CH3:26].C(=O)(O)[O-].[Na+].O, predict the reaction product. The product is: [NH2:1][C:2]1[N:3]=[C:4]([S:23][CH:25]([C:27]2[CH:28]=[C:29]([C:33]([O:35][CH3:36])=[O:34])[CH:30]=[CH:31][CH:32]=2)[CH3:26])[C:5]([C:21]#[N:22])=[C:6]([C:10]2[CH:11]=[CH:12][C:13]([O:16][CH2:17][CH2:18][O:19][CH3:20])=[CH:14][CH:15]=2)[C:7]=1[C:8]#[N:9]. (4) Given the reactants [Si]([O:8][C@@H:9]1[C@@H:14]([CH3:15])[CH2:13][N:12]([C:16]2[C:21]([NH:22][C:23]([C:25]3[CH:30]=[CH:29][C:28]([F:31])=[C:27]([C:32]4[C:37]([F:38])=[CH:36][C:35]([C:39]([OH:42])([CH3:41])[CH3:40])=[CH:34][C:33]=4[F:43])[N:26]=3)=[O:24])=[CH:20][N:19]=[C:18]3[O:44][CH2:45][CH2:46][C:17]=23)[CH2:11][C@H:10]1[NH:47]C(=O)OC(C)(C)C)(C(C)(C)C)(C)C.Cl.O1CCOCC1, predict the reaction product. The product is: [NH2:47][C@H:10]1[C@H:9]([OH:8])[C@@H:14]([CH3:15])[CH2:13][N:12]([C:16]2[C:21]([NH:22][C:23]([C:25]3[CH:30]=[CH:29][C:28]([F:31])=[C:27]([C:32]4[C:33]([F:43])=[CH:34][C:35]([C:39]([OH:42])([CH3:40])[CH3:41])=[CH:36][C:37]=4[F:38])[N:26]=3)=[O:24])=[CH:20][N:19]=[C:18]3[O:44][CH2:45][CH2:46][C:17]=23)[CH2:11]1. (5) Given the reactants [NH:1]1[CH:5]=[CH:4][N:3]=[C:2]1[CH2:6][NH:7][C:8]1[CH:13]=[CH:12][CH:11]=[C:10]([F:14])[CH:9]=1.[CH:15](=O)[CH3:16].C([BH3-])#N.[Na+], predict the reaction product. The product is: [CH2:15]([N:7]([C:8]1[CH:13]=[CH:12][CH:11]=[C:10]([F:14])[CH:9]=1)[CH2:6][C:2]1[NH:1][CH:5]=[CH:4][N:3]=1)[CH3:16]. (6) Given the reactants [C:1]([O:9][CH:10]1[CH2:14][CH:13]([C:15]2[N:19]3[C:20]4[CH:26]=[CH:25][N:24](S(C5C=CC(C)=CC=5)(=O)=O)[C:21]=4[N:22]=[CH:23][C:18]3=[N:17][N:16]=2)[CH:12]([CH2:37][CH3:38])[CH2:11]1)(=[O:8])[C:2]1[CH:7]=[CH:6][CH:5]=[CH:4][CH:3]=1.[C-]#N.[K+], predict the reaction product. The product is: [C:1]([O:9][CH:10]1[CH2:14][CH:13]([C:15]2[N:19]3[C:20]4[CH:26]=[CH:25][NH:24][C:21]=4[N:22]=[CH:23][C:18]3=[N:17][N:16]=2)[CH:12]([CH2:37][CH3:38])[CH2:11]1)(=[O:8])[C:2]1[CH:3]=[CH:4][CH:5]=[CH:6][CH:7]=1. (7) Given the reactants C([SiH](CC)CC)C.FC(F)(F)C(O)=O.[CH3:15][O:16][C:17](=[O:43])[C:18]1[CH:23]=[CH:22][C:21]([S:24]([N:27]2[C:35]3[C:30](=[CH:31][CH:32]=[CH:33][CH:34]=3)[C:29]([C:36]3(O)[CH2:41][CH2:40][CH2:39][CH2:38][CH2:37]3)=[CH:28]2)(=[O:26])=[O:25])=[CH:20][CH:19]=1.C(=O)(O)[O-].[Na+], predict the reaction product. The product is: [CH3:15][O:16][C:17](=[O:43])[C:18]1[CH:23]=[CH:22][C:21]([S:24]([N:27]2[C:35]3[C:30](=[CH:31][CH:32]=[CH:33][CH:34]=3)[C:29]([CH:36]3[CH2:37][CH2:38][CH2:39][CH2:40][CH2:41]3)=[CH:28]2)(=[O:25])=[O:26])=[CH:20][CH:19]=1. (8) Given the reactants Br[C:2]1[C:3]([C:9](=[O:15])[C:10]([O:12][CH2:13]C)=[O:11])=[C:4]([CH3:8])[S:5][C:6]=1[Cl:7].B1([C:25]2[CH2:30][CH2:29][C:28]([CH3:32])([CH3:31])[CH2:27][CH:26]=2)OC(C)(C)C(C)(C)O1.C(=O)([O-])[O-].[K+].[K+].C[Si](C=[N+]=[N-])(C)C, predict the reaction product. The product is: [Cl:7][C:6]1[S:5][C:4]([CH3:8])=[C:3]([C:9](=[O:15])[C:10]([O:12][CH3:13])=[O:11])[C:2]=1[C:25]1[CH2:30][CH2:29][C:28]([CH3:32])([CH3:31])[CH2:27][CH:26]=1. (9) Given the reactants [CH2:1]([O:3][P:4]([CH2:9][C:10]1[CH:15]=[CH:14][CH:13]=[CH:12][C:11]=1[N+:16]([O-])=O)(=[O:8])[O:5][CH2:6][CH3:7])[CH3:2], predict the reaction product. The product is: [CH2:6]([O:5][P:4]([CH2:9][C:10]1[CH:15]=[CH:14][CH:13]=[CH:12][C:11]=1[NH2:16])(=[O:8])[O:3][CH2:1][CH3:2])[CH3:7]. (10) Given the reactants [F:1][C:2]1[CH:19]=[CH:18][C:5]([CH2:6][N:7]2[CH2:12][CH2:11][N:10]([C:13](=[O:16])[CH2:14][OH:15])[C@H:9]([CH3:17])[CH2:8]2)=[CH:4][CH:3]=1.[H-].[Na+].Cl[C:23]1[C:28]([N+:29]([O-:31])=[O:30])=[CH:27][C:26]([Cl:32])=[CH:25][N:24]=1, predict the reaction product. The product is: [Cl:32][C:26]1[CH:27]=[C:28]([N+:29]([O-:31])=[O:30])[C:23]([O:15][CH2:14][C:13]([N:10]2[CH2:11][CH2:12][N:7]([CH2:6][C:5]3[CH:4]=[CH:3][C:2]([F:1])=[CH:19][CH:18]=3)[CH2:8][C@H:9]2[CH3:17])=[O:16])=[N:24][CH:25]=1.